From a dataset of Forward reaction prediction with 1.9M reactions from USPTO patents (1976-2016). Predict the product of the given reaction. (1) The product is: [CH3:18][C:15]1[CH:16]=[CH:17][C:12]([CH:8]([C:5]2[CH:4]=[CH:3][C:2]([CH3:1])=[CH:7][CH:6]=2)[C:9]([NH:19][CH2:20][CH2:21][CH2:22][N:23]2[CH2:28][CH2:27][CH:26]([C:29]3[CH:30]=[C:31]([NH:35][C:36](=[O:40])[CH:37]([CH3:38])[CH3:39])[CH:32]=[CH:33][CH:34]=3)[CH2:25][CH2:24]2)=[O:11])=[CH:13][CH:14]=1. Given the reactants [CH3:1][C:2]1[CH:7]=[CH:6][C:5]([CH:8]([C:12]2[CH:17]=[CH:16][C:15]([CH3:18])=[CH:14][CH:13]=2)[C:9]([OH:11])=O)=[CH:4][CH:3]=1.[NH2:19][CH2:20][CH2:21][CH2:22][N:23]1[CH2:28][CH2:27][CH:26]([C:29]2[CH:30]=[C:31]([NH:35][C:36](=[O:40])[CH:37]([CH3:39])[CH3:38])[CH:32]=[CH:33][CH:34]=2)[CH2:25][CH2:24]1, predict the reaction product. (2) Given the reactants [N+:1]([C:4]1[CH:5]=[CH:6][C:7](=[O:43])[N:8]([C@@H:10]2[O:32][C@H:31]([CH2:33][O:34]C(=O)C3C=CC=CC=3)[C@@H:21]([O:22]C(=O)C3C=CC=CC=3)[C@H:11]2[O:12]C(=O)C2C=CC=CC=2)[CH:9]=1)([O-:3])=[O:2], predict the reaction product. The product is: [CH:5]1[C:4]([N+:1]([O-:3])=[O:2])=[CH:9][N:8]([CH:10]2[O:32][CH:31]([CH2:33][OH:34])[CH:21]([OH:22])[CH:11]2[OH:12])[C:7](=[O:43])[CH:6]=1.